Dataset: Forward reaction prediction with 1.9M reactions from USPTO patents (1976-2016). Task: Predict the product of the given reaction. (1) The product is: [Cl:1][C:2]1[N:7]=[CH:6][N:5]=[C:4]([NH:8][C:9]2[CH:10]=[C:11]([S:35]([NH2:38])(=[O:37])=[O:36])[CH:12]=[CH:13][CH:14]=2)[N:3]=1. Given the reactants [Cl:1][C:2]1[N:7]=[CH:6][N:5]=[C:4]([NH:8][C:9]2[CH:10]=[C:11](CS(N)(=O)=O)[CH:12]=[CH:13][CH:14]=2)[N:3]=1.ClC1N=C(Cl)N=CN=1.NC1C=C([S:35]([NH2:38])(=[O:37])=[O:36])C=CC=1, predict the reaction product. (2) Given the reactants [C:1]([NH:4][C:5]1[N:10]=[CH:9][C:8]([NH:11][C:12](=[O:19])OCC(Cl)(Cl)Cl)=[CH:7][CH:6]=1)(=[O:3])[CH3:2].[F:20][C:21]1[CH:22]=[C:23]([C:27]2[N:28]=[C:29]([N:32]3[CH2:37][CH2:36][NH:35][CH2:34][CH2:33]3)[S:30][CH:31]=2)[CH:24]=[CH:25][CH:26]=1.C(N(C(C)C)CC)(C)C.O, predict the reaction product. The product is: [C:1]([NH:4][C:5]1[N:10]=[CH:9][C:8]([NH:11][C:12]([N:35]2[CH2:36][CH2:37][N:32]([C:29]3[S:30][CH:31]=[C:27]([C:23]4[CH:24]=[CH:25][CH:26]=[C:21]([F:20])[CH:22]=4)[N:28]=3)[CH2:33][CH2:34]2)=[O:19])=[CH:7][CH:6]=1)(=[O:3])[CH3:2].